This data is from Peptide-MHC class II binding affinity with 134,281 pairs from IEDB. The task is: Regression. Given a peptide amino acid sequence and an MHC pseudo amino acid sequence, predict their binding affinity value. This is MHC class II binding data. (1) The peptide sequence is TFHVEKGSNPNYLALLVKYVNGDGD. The MHC is HLA-DQA10102-DQB10602 with pseudo-sequence HLA-DQA10102-DQB10602. The binding affinity (normalized) is 0.336. (2) The peptide sequence is NENYLDYMTSMKRFK. The MHC is DRB1_1101 with pseudo-sequence DRB1_1101. The binding affinity (normalized) is 0.672. (3) The peptide sequence is YVVIGLLFMILTVAA. The MHC is DRB1_1101 with pseudo-sequence DRB1_1101. The binding affinity (normalized) is 0.270.